From a dataset of Full USPTO retrosynthesis dataset with 1.9M reactions from patents (1976-2016). Predict the reactants needed to synthesize the given product. (1) Given the product [CH3:25][C:17]1[C:18]2[N:19]([C:21]([NH2:24])=[N:22][N:23]=2)[N:20]=[C:15]([O:10][CH2:9][CH2:8][O:7][CH:2]2[CH2:3][CH2:4][CH2:5][CH2:6][O:1]2)[CH:16]=1, predict the reactants needed to synthesize it. The reactants are: [O:1]1[CH2:6][CH2:5][CH2:4][CH2:3][CH:2]1[O:7][CH2:8][CH2:9][OH:10].[H-].[Na+].Br.Cl[C:15]1[CH:16]=[C:17]([CH3:25])[C:18]2[N:19]([C:21]([NH2:24])=[N:22][N:23]=2)[N:20]=1.O. (2) Given the product [C:2]([C:4]1[CH:12]=[CH:11][C:9]([O:10][CH2:25][CH2:24][CH2:23][C:22]([O:21][CH2:19][CH3:20])=[O:27])=[C:6]([O:7][CH3:8])[CH:5]=1)(=[O:3])[CH3:1], predict the reactants needed to synthesize it. The reactants are: [CH3:1][C:2]([C:4]1[CH:12]=[CH:11][C:9]([OH:10])=[C:6]([O:7][CH3:8])[CH:5]=1)=[O:3].C(=O)([O-])[O-].[K+].[K+].[CH2:19]([O:21][C:22](=[O:27])[CH2:23][CH2:24][CH2:25]Br)[CH3:20].O. (3) Given the product [CH2:18]([O:17][C:14]1[CH:15]=[CH:16][C:11]([C:10]2[C:6]3[C:28]([OH:29])=[CH:27][C:26](=[O:33])[NH:25][C:7]=3[S:8][CH:9]=2)=[CH:12][CH:13]=1)[C:19]1[CH:24]=[CH:23][CH:22]=[CH:21][CH:20]=1, predict the reactants needed to synthesize it. The reactants are: C(OC([C:6]1[C:10]([C:11]2[CH:16]=[CH:15][C:14]([O:17][CH2:18][C:19]3[CH:24]=[CH:23][CH:22]=[CH:21][CH:20]=3)=[CH:13][CH:12]=2)=[CH:9][S:8][C:7]=1[NH:25][C:26](=[O:33])[CH2:27][C:28](OCC)=[O:29])=O)C.[H-].[Na+]. (4) Given the product [CH2:13]([N:15]([CH2:24][CH3:25])[C:16]1[CH:23]=[CH:22][C:19]([CH:20]([NH:12][C:1](=[O:11])[CH2:2][CH2:3][CH2:4][CH2:5][CH2:6][CH2:7][CH2:8][CH2:9][CH3:10])[NH:12][C:1](=[O:11])[CH2:2][CH2:3][CH2:4][CH2:5][CH2:6][CH2:7][CH2:8][CH2:9][CH3:10])=[CH:18][CH:17]=1)[CH3:14], predict the reactants needed to synthesize it. The reactants are: [C:1]([NH2:12])(=[O:11])[CH2:2][CH2:3][CH2:4][CH2:5][CH2:6][CH2:7][CH2:8][CH2:9][CH3:10].[CH2:13]([N:15]([CH2:24][CH3:25])[C:16]1[CH:23]=[CH:22][C:19]([CH:20]=O)=[CH:18][CH:17]=1)[CH3:14]. (5) Given the product [C:1]1([C:7]2[N:12]=[CH:11][C:10]([C:17]3[CH:18]=[C:19]([C:29]4[N:34]=[C:33]([C:35]5[CH:36]=[C:37]([C:42]6[CH:47]=[CH:46][CH:45]=[CH:44][CH:43]=6)[CH:38]=[C:39]([C:10]6[CH:11]=[N:12][C:66]([C:63]7[CH:64]=[CH:6][CH:1]=[CH:2][CH:65]=7)=[CH:8][CH:9]=6)[CH:40]=5)[N:32]=[C:31]([C:48]5[CH:53]=[CH:52][CH:51]=[CH:50][CH:49]=5)[N:30]=4)[CH:20]=[C:21]([C:23]4[CH:28]=[CH:27][CH:26]=[CH:25][CH:24]=4)[CH:22]=3)=[CH:9][CH:8]=2)[CH:6]=[CH:5][CH:4]=[CH:3][CH:2]=1, predict the reactants needed to synthesize it. The reactants are: [C:1]1([C:7]2[N:12]=[CH:11][C:10](B(O)O)=[CH:9][CH:8]=2)[CH:6]=[CH:5][CH:4]=[CH:3][CH:2]=1.Br[C:17]1[CH:18]=[C:19]([C:29]2[N:34]=[C:33]([C:35]3[CH:36]=[C:37]([C:42]4[CH:47]=[CH:46][CH:45]=[CH:44][CH:43]=4)[CH:38]=[C:39](Br)[CH:40]=3)[N:32]=[C:31]([C:48]3[CH:53]=[CH:52][CH:51]=[CH:50][CH:49]=3)[N:30]=2)[CH:20]=[C:21]([C:23]2[CH:28]=[CH:27][CH:26]=[CH:25][CH:24]=2)[CH:22]=1.[C:63](P([C:63]([CH3:66])([CH3:65])[CH3:64])[C:63]([CH3:66])([CH3:65])[CH3:64])([CH3:66])([CH3:65])[CH3:64].[OH-].[Na+]. (6) The reactants are: Br[C:2]1[N:3]([CH2:27][CH3:28])[C:4]2[C:9](=[O:10])[N:8]([C:11]3[CH:16]=[C:15]([CH3:17])[C:14](=[O:18])[N:13]([CH3:19])[CH:12]=3)[CH:7]([C:20]3[CH:25]=[CH:24][C:23]([Cl:26])=[CH:22][CH:21]=3)[C:5]=2[N:6]=1.[CH3:29][N:30]1[C:34](B(O)O)=[CH:33][CH:32]=[N:31]1. Given the product [Cl:26][C:23]1[CH:24]=[CH:25][C:20]([CH:7]2[C:5]3[N:6]=[C:2]([C:34]4[N:30]([CH3:29])[N:31]=[CH:32][CH:33]=4)[N:3]([CH2:27][CH3:28])[C:4]=3[C:9](=[O:10])[N:8]2[C:11]2[CH:16]=[C:15]([CH3:17])[C:14](=[O:18])[N:13]([CH3:19])[CH:12]=2)=[CH:21][CH:22]=1, predict the reactants needed to synthesize it. (7) Given the product [Cl:2][C:3]1[CH:10]=[C:9]([O:11][CH:12]2[CH2:17][CH2:16][N:15]([CH:26]([CH3:28])[CH3:25])[CH2:14][CH2:13]2)[CH:8]=[CH:7][C:4]=1[C:5]#[N:6], predict the reactants needed to synthesize it. The reactants are: Cl.[Cl:2][C:3]1[CH:10]=[C:9]([O:11][CH:12]2[CH2:17][CH2:16][NH:15][CH2:14][CH2:13]2)[CH:8]=[CH:7][C:4]=1[C:5]#[N:6].C(N(CC)CC)C.[CH3:25][C:26]([CH3:28])=O.C(O[BH-](OC(=O)C)OC(=O)C)(=O)C.[Na+].